Predict the product of the given reaction. From a dataset of Forward reaction prediction with 1.9M reactions from USPTO patents (1976-2016). (1) Given the reactants C(O)(C(F)(F)F)=O.[CH3:8][O:9][C:10]1[CH:11]=[C:12]([C:19]2[CH2:28][CH2:27][C:22]3(OCC[O:23]3)[CH2:21][CH:20]=2)[CH:13]=[CH:14][C:15]=1[N+:16]([O-:18])=[O:17], predict the reaction product. The product is: [CH3:8][O:9][C:10]1[CH:11]=[C:12]([C:19]2[CH2:28][CH2:27][C:22](=[O:23])[CH2:21][CH:20]=2)[CH:13]=[CH:14][C:15]=1[N+:16]([O-:18])=[O:17]. (2) Given the reactants [CH:1]([C:3]1[N:8]=[C:7]([C:9]2[N:14]=[CH:13][C:12]3[CH:15]=[N:16][N:17]([C:18]4[N:23]=[C:22]([N:24]5[CH2:29][CH2:28][N:27]([C:30]([O:32][C:33]([CH3:36])([CH3:35])[CH3:34])=[O:31])[CH2:26][CH2:25]5)[CH:21]=[CH:20][CH:19]=4)[C:11]=3[CH:10]=2)[CH:6]=[N:5][CH:4]=1)=[CH2:2].[OH2:37].C[N+]1([O-])CCOCC1.[OH2:46], predict the reaction product. The product is: [OH:37][CH:1]([C:3]1[N:8]=[C:7]([C:9]2[N:14]=[CH:13][C:12]3[CH:15]=[N:16][N:17]([C:18]4[N:23]=[C:22]([N:24]5[CH2:25][CH2:26][N:27]([C:30]([O:32][C:33]([CH3:36])([CH3:35])[CH3:34])=[O:31])[CH2:28][CH2:29]5)[CH:21]=[CH:20][CH:19]=4)[C:11]=3[CH:10]=2)[CH:6]=[N:5][CH:4]=1)[CH2:2][OH:46]. (3) Given the reactants [NH2:1][C:2]1[C:14]2[C:5](=[C:6]3[C:11](=[C:12]([C:15]4[CH:16]=[N:17][CH:18]=[CH:19][CH:20]=4)[CH:13]=2)[CH:10]=[N:9][CH:8]=[CH:7]3)[N:4]([C:21]2[CH:26]=[CH:25][C:24]([F:27])=[CH:23][CH:22]=2)[N:3]=1.[CH2:28]([O:35][C:36]([N:38]1[CH2:43][CH2:42][C:41](=O)[CH2:40][CH2:39]1)=[O:37])[C:29]1[CH:34]=[CH:33][CH:32]=[CH:31][CH:30]=1, predict the reaction product. The product is: [F:27][C:24]1[CH:25]=[CH:26][C:21]([N:4]2[C:5]3=[C:6]4[C:11](=[C:12]([C:15]5[CH:16]=[N:17][CH:18]=[CH:19][CH:20]=5)[CH:13]=[C:14]3[C:2]([NH:1][CH:41]3[CH2:42][CH2:43][N:38]([C:36]([O:35][CH2:28][C:29]5[CH:30]=[CH:31][CH:32]=[CH:33][CH:34]=5)=[O:37])[CH2:39][CH2:40]3)=[N:3]2)[CH:10]=[N:9][CH:8]=[CH:7]4)=[CH:22][CH:23]=1.